This data is from Reaction yield outcomes from USPTO patents with 853,638 reactions. The task is: Predict the reaction yield, written as a fraction of the theoretical maximum amount of product (1.0 means a 100% yield; for example, 0.34 means a 34% yield). (1) The reactants are [Cl:1][C:2]1[CH:3]=[C:4]([C:21]#[N:22])[CH:5]=[C:6]2[C:14]=1[NH:13][C:12]1[CH2:11][CH2:10][CH:9]([NH:15][C:16](=[O:20])[CH:17]([CH3:19])[CH3:18])[CH2:8][C:7]2=1.[F:23][C:24]1[CH:25]=[C:26]([CH:29]=[CH:30][CH:31]=1)[CH2:27]Br. No catalyst specified. The product is [Cl:1][C:2]1[CH:3]=[C:4]([C:21]#[N:22])[CH:5]=[C:6]2[C:14]=1[N:13]([CH2:27][C:26]1[CH:29]=[CH:30][CH:31]=[C:24]([F:23])[CH:25]=1)[C:12]1[CH2:11][CH2:10][CH:9]([NH:15][C:16](=[O:20])[CH:17]([CH3:19])[CH3:18])[CH2:8][C:7]2=1. The yield is 0.100. (2) The reactants are [CH:1]([O:8][CH2:9][CH3:10])(OCC)OCC.C(O[C@@H:15]1[C@H:21]2[C@H:22]3[C@H:31]([CH2:32][CH2:33][C@:18]2([CH2:19][CH3:20])[C:17](=[O:35])[CH2:16]1)[C@@H:30]1[C:25](=[CH:26]C(=O)[CH2:28][CH2:29]1)[CH2:24][CH2:23]3)(=O)C.C(N)CCC.O. The catalyst is CCO.C1(C)C=CC(S(O)(=O)=O)=CC=1. The product is [CH2:9]([O:8][C:1]1[CH2:28][CH2:29][C@H:30]2[C:25](=[CH:24][CH2:23][C@@H:22]3[C@@H:31]2[CH2:32][CH2:33][C@@:18]2([CH2:19][CH3:20])[C@H:21]3[CH:15]=[CH:16][C:17]2=[O:35])[CH:26]=1)[CH3:10]. The yield is 0.940.